From a dataset of Forward reaction prediction with 1.9M reactions from USPTO patents (1976-2016). Predict the product of the given reaction. Given the reactants [Br:1][C:2]1[CH:7]=[CH:6][C:5]([C:8]2[N:9]=[C:10]([NH:13][C@H:14]([C:19](OC)=[O:20])[C:15]([F:18])([F:17])[F:16])[S:11][CH:12]=2)=[CH:4][CH:3]=1.[H-].[Al+3].[Li+].[H-].[H-].[H-], predict the reaction product. The product is: [Br:1][C:2]1[CH:7]=[CH:6][C:5]([C:8]2[N:9]=[C:10]([NH:13][CH:14]([C:15]([F:17])([F:16])[F:18])[CH2:19][OH:20])[S:11][CH:12]=2)=[CH:4][CH:3]=1.